From a dataset of Catalyst prediction with 721,799 reactions and 888 catalyst types from USPTO. Predict which catalyst facilitates the given reaction. (1) Reactant: C(P(C(C)(C)C)C1C(C)=C(C)C(C)=C(C)C=1C1C(C(C)C)=CC(C(C)C)=CC=1C(C)C)(C)(C)C.[F:35][C:36]1[CH:41]=[CH:40][C:39]([OH:42])=[CH:38][CH:37]=1.Cl[C:44]1[CH:49]=[CH:48][C:47]([C:50]2[C:59]3[C:54](=[CH:55][C:56]([S:60]([NH:63][C:64]4[CH:69]=[CH:68][N:67]=[CH:66][N:65]=4)(=[O:62])=[O:61])=[CH:57][CH:58]=3)[CH:53]=[CH:52][N:51]=2)=[C:46]([O:70][CH3:71])[CH:45]=1.P([O-])([O-])([O-])=O.[K+].[K+].[K+].Cl. Product: [F:35][C:36]1[CH:41]=[CH:40][C:39]([O:42][C:44]2[CH:49]=[CH:48][C:47]([C:50]3[C:59]4[C:54](=[CH:55][C:56]([S:60]([NH:63][C:64]5[CH:69]=[CH:68][N:67]=[CH:66][N:65]=5)(=[O:61])=[O:62])=[CH:57][CH:58]=4)[CH:53]=[CH:52][N:51]=3)=[C:46]([O:70][CH3:71])[CH:45]=2)=[CH:38][CH:37]=1. The catalyst class is: 12. (2) Reactant: [Cl:1][C:2]1[C:3]([CH3:19])=[C:4]([C:10]([O:16][CH2:17][CH3:18])=[C:11]([CH:13](Cl)[CH3:14])[CH:12]=1)[C:5]([NH:7][CH2:8][CH3:9])=[O:6].[I:20][C:21]1[C:29]2[C:24](=[N:25][CH:26]=[N:27][C:28]=2[NH2:30])[NH:23][N:22]=1.C(=O)([O-])[O-].[Cs+].[Cs+].[I-].[K+]. Product: [NH2:30][C:28]1[N:27]=[CH:26][N:25]=[C:24]2[N:23]([CH:13]([C:11]3[C:10]([O:16][CH2:17][CH3:18])=[C:4]([C:3]([CH3:19])=[C:2]([Cl:1])[CH:12]=3)[C:5]([NH:7][CH2:8][CH3:9])=[O:6])[CH3:14])[N:22]=[C:21]([I:20])[C:29]=12. The catalyst class is: 869. (3) Reactant: [CH3:1][O:2][C:3](=[O:26])[C:4]1[CH:9]=[C:8]([CH2:10][CH3:11])[CH:7]=[CH:6][C:5]=1[NH:12][C:13]1[N:17]([C:18]2[CH:23]=[CH:22][CH:21]=[CH:20][C:19]=2[CH3:24])[N:16]=[C:15]([CH3:25])[CH:14]=1.[Br:27]N1C(C)(C)C(=O)N(Br)C1=O. Product: [CH3:1][O:2][C:3](=[O:26])[C:4]1[CH:9]=[C:8]([CH2:10][CH3:11])[CH:7]=[CH:6][C:5]=1[NH:12][C:13]1[N:17]([C:18]2[CH:23]=[CH:22][CH:21]=[CH:20][C:19]=2[CH3:24])[N:16]=[C:15]([CH3:25])[C:14]=1[Br:27]. The catalyst class is: 4.